Dataset: Forward reaction prediction with 1.9M reactions from USPTO patents (1976-2016). Task: Predict the product of the given reaction. (1) Given the reactants C[O:2][C:3]1[N:8]=[CH:7][C:6]([N:9]2[C:13](=[O:14])[CH2:12][CH2:11][C:10]2=[O:15])=[CH:5][CH:4]=1, predict the reaction product. The product is: [OH:2][C:3]1[N:8]=[CH:7][C:6]([N:9]2[C:13](=[O:14])[CH2:12][CH2:11][C:10]2=[O:15])=[CH:5][CH:4]=1. (2) Given the reactants Cl[C:2]1[N:7]=[CH:6][C:5]([O:8][C:9]2[CH:10]=[C:11]([N:15]3[CH2:20][CH2:19][N:18]([CH3:21])[CH2:17][CH2:16]3)[CH:12]=[CH:13][CH:14]=2)=[CH:4][CH:3]=1.[F:22][C:23]1[CH:29]=[CH:28][C:26]([NH2:27])=[CH:25][C:24]=1[O:30][CH3:31].C1(P(C2C=CC=CC=2)C2C3OC4C(=CC=CC=4P(C4C=CC=CC=4)C4C=CC=CC=4)C(C)(C)C=3C=CC=2)C=CC=CC=1.C(=O)([O-])[O-].[Cs+].[Cs+], predict the reaction product. The product is: [F:22][C:23]1[CH:29]=[CH:28][C:26]([NH:27][C:2]2[CH:3]=[CH:4][C:5]([O:8][C:9]3[CH:14]=[CH:13][CH:12]=[C:11]([N:15]4[CH2:20][CH2:19][N:18]([CH3:21])[CH2:17][CH2:16]4)[CH:10]=3)=[CH:6][N:7]=2)=[CH:25][C:24]=1[O:30][CH3:31]. (3) The product is: [C:12]([O:11][C:9]([N:42]1[CH2:41][CH2:40][N:39]([C:35]2[C:34]3[N:30]([CH2:23][C:24]4[CH:25]=[CH:26][CH:27]=[CH:28][CH:29]=4)[C:31](=[O:54])[N:32]([CH2:45][C:46]4[CH:53]=[CH:52][CH:51]=[CH:50][C:47]=4[C:48]#[N:49])[C:33]=3[CH:38]=[CH:37][N:36]=2)[CH2:44][CH2:43]1)=[O:10])([CH3:13])([CH3:14])[CH3:15]. Given the reactants [C:9](O[C:9]([O:11][C:12]([CH3:15])([CH3:14])[CH3:13])=[O:10])([O:11][C:12]([CH3:15])([CH3:14])[CH3:13])=[O:10].C(N(CC)CC)C.[CH2:23]([N:30]1[C:34]2[C:35]([N:39]3[CH2:44][CH2:43][NH:42][CH2:41][CH2:40]3)=[N:36][CH:37]=[CH:38][C:33]=2[N:32]([CH2:45][C:46]2[CH:53]=[CH:52][CH:51]=[CH:50][C:47]=2[C:48]#[N:49])[C:31]1=[O:54])[C:24]1[CH:29]=[CH:28][CH:27]=[CH:26][CH:25]=1, predict the reaction product. (4) Given the reactants BrC1CCCC1.BrCC1CC1.[C:12]([CH:14]1[CH2:19][CH2:18][N:17]([C:20](=[O:46])[C@H:21]([NH:25][C:26]([C:28]2[C:36]3[C:31](=[N:32][CH:33]=[C:34](Br)[N:35]=3)[N:30](COCC[Si](C)(C)C)[CH:29]=2)=[O:27])[CH:22]2[CH2:24][CH2:23]2)[CH2:16][CH2:15]1)#[N:13].C([CH:49]1[CH2:54][CH2:53][N:52]([C:55]([C@H:57]([NH:62][C:63](C2C3N=C(Br)C=NC=3N(COCC[Si](C)(C)C)C=2)=O)C(C)(C)C)=O)[CH2:51][CH2:50]1)#N, predict the reaction product. The product is: [C:12]([CH:14]1[CH2:19][CH2:18][N:17]([C:20](=[O:46])[C@H:21]([NH:25][C:26]([C:28]2[C:36]3[C:31](=[N:32][CH:33]=[C:34]([C:57]4[N:62]=[CH:63][N:52]([CH:51]5[CH2:50][CH2:49][CH2:54][CH2:53]5)[CH:55]=4)[N:35]=3)[NH:30][CH:29]=2)=[O:27])[CH:22]2[CH2:23][CH2:24]2)[CH2:16][CH2:15]1)#[N:13]. (5) Given the reactants [C:1]([CH2:3][C:4]1[CH:22]=[CH:21][C:20]([N+:23]([O-])=O)=[CH:19][C:5]=1[CH2:6][N:7]([CH3:18])[C:8](=[O:17])[O:9][CH2:10][C:11]1[CH:16]=[CH:15][CH:14]=[CH:13][CH:12]=1)#[N:2].[Cl-].[NH4+], predict the reaction product. The product is: [NH2:23][C:20]1[CH:21]=[CH:22][C:4]([CH2:3][C:1]#[N:2])=[C:5]([CH:19]=1)[CH2:6][N:7]([CH3:18])[C:8](=[O:17])[O:9][CH2:10][C:11]1[CH:16]=[CH:15][CH:14]=[CH:13][CH:12]=1. (6) Given the reactants [CH3:1][N:2]1[CH2:15][CH2:14][C:5]2[NH:6][C:7]3[CH:8]=[CH:9][C:10]([CH3:13])=[CH:11][C:12]=3[C:4]=2[CH2:3]1.[H-].[Na+].[CH3:18][O:19][C:20]1[CH:25]=[CH:24][C:23]([CH:26]2[CH2:28][O:27]2)=[CH:22][N:21]=1, predict the reaction product. The product is: [CH3:1][N:2]1[CH2:15][CH2:14][C:5]2[N:6]([CH2:28][CH:26]([C:23]3[CH:22]=[N:21][C:20]([O:19][CH3:18])=[CH:25][CH:24]=3)[OH:27])[C:7]3[CH:8]=[CH:9][C:10]([CH3:13])=[CH:11][C:12]=3[C:4]=2[CH2:3]1.